Dataset: Reaction yield outcomes from USPTO patents with 853,638 reactions. Task: Predict the reaction yield, written as a fraction of the theoretical maximum amount of product (1.0 means a 100% yield; for example, 0.34 means a 34% yield). (1) The reactants are [N:1]1[C:6]([CH3:7])=[CH:5][CH:4]=[CH:3][C:2]=1[CH3:8].C[Si](C)(C)N[Si](C)(C)C.[Na].[Br:19][C:20]1[CH:21]=[C:22]([CH:28]=[CH:29][CH:30]=1)[C:23](OCC)=[O:24].[Cl-].[NH4+]. The catalyst is O1CCCC1. The product is [Br:19][C:20]1[CH:21]=[C:22]([C:23](=[O:24])[CH2:8][C:2]2[CH:3]=[CH:4][CH:5]=[C:6]([CH3:7])[N:1]=2)[CH:28]=[CH:29][CH:30]=1. The yield is 0.530. (2) The reactants are [Br:1][C:2]1[CH:3]=[CH:4][C:5]([CH3:9])=[N+:6]([O-:8])[CH:7]=1.[N+:10]([O-])([OH:12])=[O:11].[OH-].[Na+]. The catalyst is S(=O)(=O)(O)O. The product is [Br:1][C:2]1[C:3]([N+:10]([O-:12])=[O:11])=[CH:4][C:5]([CH3:9])=[N+:6]([O-:8])[CH:7]=1. The yield is 0.810. (3) The reactants are [NH2:1][C:2]1[C:3]([C:17]([O-:19])=[O:18])=[N:4][C:5]([C:9]2[C:14]([F:15])=[CH:13][CH:12]=[CH:11][C:10]=2[F:16])=[C:6]([F:8])[CH:7]=1.[Li+].[OH-]. No catalyst specified. The product is [NH2:1][C:2]1[C:3]([C:17]([OH:19])=[O:18])=[N:4][C:5]([C:9]2[C:14]([F:15])=[CH:13][CH:12]=[CH:11][C:10]=2[F:16])=[C:6]([F:8])[CH:7]=1. The yield is 0.790. (4) The reactants are [CH3:1][C:2]1[CH2:7][C:6]2([CH2:12][CH2:11][CH2:10][CH2:9][CH2:8]2)[O:5][CH2:4][CH:3]=1.[H][H]. The catalyst is [Ni].C(O)(C)C. The product is [CH3:1][CH:2]1[CH2:7][C:6]2([CH2:12][CH2:11][CH2:10][CH2:9][CH2:8]2)[O:5][CH2:4][CH2:3]1. The yield is 0.930. (5) The product is [C:48]([O:47][C:45]([NH:44][C:42](=[NH:43])[C:40]1[S:39][C:38]([S:52][CH3:53])=[C:37]([S:34]([C:30]2[CH:29]=[C:28]([C:24]3[C:25]([CH3:27])=[CH:26][C:21]([NH:20][C:9]([NH:8][C:6]([O:5][C:1]([CH3:2])([CH3:3])[CH3:4])=[O:7])=[N:12][C:13]([O:15][C:16]([CH3:17])([CH3:18])[CH3:19])=[O:14])=[CH:22][C:23]=3[NH:54][C:55](=[O:72])[NH:56][CH2:57][CH2:58][CH2:59][CH2:60][CH2:61][O:62][C:63]3[CH:64]=[CH:65][C:66]([C:67]([OH:69])=[O:68])=[CH:70][CH:71]=3)[CH:33]=[CH:32][CH:31]=2)(=[O:35])=[O:36])[CH:41]=1)=[O:46])([CH3:51])([CH3:49])[CH3:50]. The reactants are [C:1]([O:5][C:6]([NH:8][C:9](=[N:12][C:13]([O:15][C:16]([CH3:19])([CH3:18])[CH3:17])=[O:14])SC)=[O:7])([CH3:4])([CH3:3])[CH3:2].[NH2:20][C:21]1[CH:26]=[C:25]([CH3:27])[C:24]([C:28]2[CH:33]=[CH:32][CH:31]=[C:30]([S:34]([C:37]3[CH:41]=[C:40]([C:42]([NH:44][C:45]([O:47][C:48]([CH3:51])([CH3:50])[CH3:49])=[O:46])=[NH:43])[S:39][C:38]=3[S:52][CH3:53])(=[O:36])=[O:35])[CH:29]=2)=[C:23]([NH:54][C:55](=[O:72])[NH:56][CH2:57][CH2:58][CH2:59][CH2:60][CH2:61][O:62][C:63]2[CH:71]=[CH:70][C:66]([C:67]([OH:69])=[O:68])=[CH:65][CH:64]=2)[CH:22]=1. The catalyst is CC(O)=O.CO. The yield is 0.230. (6) The reactants are [CH2:1]([O:8][CH2:9][CH:10]([OH:19])[CH2:11][CH2:12][C:13]1[CH:18]=[CH:17][CH:16]=[CH:15][CH:14]=1)[C:2]1[CH:7]=[CH:6][CH:5]=[CH:4][CH:3]=1.[Cr](Cl)([O-])(=O)=O.[NH+]1C=CC=CC=1. The catalyst is ClCCl. The product is [CH2:1]([O:8][CH2:9][C:10](=[O:19])[CH2:11][CH2:12][C:13]1[CH:18]=[CH:17][CH:16]=[CH:15][CH:14]=1)[C:2]1[CH:7]=[CH:6][CH:5]=[CH:4][CH:3]=1. The yield is 0.680.